This data is from Catalyst prediction with 721,799 reactions and 888 catalyst types from USPTO. The task is: Predict which catalyst facilitates the given reaction. (1) Reactant: [OH:1][C:2]1[CH:3]=[CH:4][C:5]([NH:12][S:13]([C:16]2[CH:21]=[CH:20][C:19]([CH3:22])=[CH:18][CH:17]=2)(=[O:15])=[O:14])=[C:6]([CH:11]=1)[C:7]([O:9][CH3:10])=[O:8].[CH2:23]([NH:27][C:28]1[CH:33]=[C:32](F)[CH:31]=[CH:30][C:29]=1[N+:35]([O-:37])=[O:36])[CH2:24][CH2:25][CH3:26].C(=O)([O-])[O-].[K+].[K+]. Product: [CH3:10][O:9][C:7](=[O:8])[C:6]1[CH:11]=[C:2]([O:1][C:32]2[CH:31]=[CH:30][C:29]([N+:35]([O-:37])=[O:36])=[C:28]([NH:27][CH2:23][CH2:24][CH2:25][CH3:26])[CH:33]=2)[CH:3]=[CH:4][C:5]=1[NH:12][S:13]([C:16]1[CH:21]=[CH:20][C:19]([CH3:22])=[CH:18][CH:17]=1)(=[O:15])=[O:14]. The catalyst class is: 31. (2) Reactant: CN[C@H](CC=CC1C(O)=NC(O)=NC=1)C.[CH3:16][N:17]([C:23]([O:25][C:26]([CH3:29])([CH3:28])[CH3:27])=[O:24])[C@H:18]([CH2:20][CH:21]=[CH2:22])[CH3:19].[CH3:30][O:31][CH:32]1[N:37](I)[C:36]([O:39][CH3:40])=[CH:35][CH:34]=[N:33]1. Product: [CH3:16][N:17]([C:23]([O:25][C:26]([CH3:28])([CH3:27])[CH3:29])=[O:24])[C@H:18]([CH2:20][CH:21]=[CH:22][C:35]1[C:36]([O:39][CH3:40])=[N:37][C:32]([O:31][CH3:30])=[N:33][CH:34]=1)[CH3:19]. The catalyst class is: 45. (3) Reactant: [CH2:1]([N:8]1[CH2:12][CH2:11][C@@H:10]([NH:13][C:14]2[N:15]=[CH:16][C:17](/[CH:20]=[CH:21]/[C:22]([NH:24][OH:25])=[O:23])=[N:18][CH:19]=2)[CH2:9]1)[C:2]1[CH:7]=[CH:6][CH:5]=[CH:4][CH:3]=1.O.[CH3:27][C:28]1[CH:33]=[CH:32][C:31]([S:34]([OH:37])(=[O:36])=[O:35])=[CH:30][CH:29]=1. Product: [CH3:27][C:28]1[CH:29]=[CH:30][C:31]([S:34]([OH:37])(=[O:36])=[O:35])=[CH:32][CH:33]=1.[CH2:1]([N:8]1[CH2:12][CH2:11][C@@H:10]([NH:13][C:14]2[N:15]=[CH:16][C:17](/[CH:20]=[CH:21]/[C:22]([NH:24][OH:25])=[O:23])=[N:18][CH:19]=2)[CH2:9]1)[C:2]1[CH:7]=[CH:6][CH:5]=[CH:4][CH:3]=1. The catalyst class is: 8. (4) Reactant: [NH:1]1[CH:5]=[C:4]([C:6]2[CH:7]=[CH:8][C:9]([C:13]3[N:14]=[N:15][C:16]([O:19][CH:20]4[CH2:25][C:24]([CH3:27])([CH3:26])[NH:23][C:22]([CH3:29])([CH3:28])[CH2:21]4)=[CH:17][CH:18]=3)=[C:10]([OH:12])[CH:11]=2)[CH:3]=[N:2]1.[ClH:30].O.C. Product: [ClH:30].[NH:2]1[CH:3]=[C:4]([C:6]2[CH:7]=[CH:8][C:9]([C:13]3[N:14]=[N:15][C:16]([O:19][CH:20]4[CH2:25][C:24]([CH3:27])([CH3:26])[NH:23][C:22]([CH3:29])([CH3:28])[CH2:21]4)=[CH:17][CH:18]=3)=[C:10]([OH:12])[CH:11]=2)[CH:5]=[N:1]1. The catalyst class is: 256. (5) Reactant: [Cl:1][C:2]1[CH:3]=[C:4]([NH:8][C:9]2[N:14]=[C:13]([C:15]3[CH:20]=[CH:19][N:18]=[C:17]([C:21](=O)[CH3:22])[CH:16]=3)[CH:12]=[CH:11][N:10]=2)[CH:5]=[CH:6][CH:7]=1.Cl.[CH3:25][O:26][NH2:27].C([O-])(=O)C.[Na+]. Product: [Cl:1][C:2]1[CH:3]=[C:4]([NH:8][C:9]2[N:14]=[C:13]([C:15]3[CH:20]=[CH:19][N:18]=[C:17]([C:21](=[N:27][O:26][CH3:25])[CH3:22])[CH:16]=3)[CH:12]=[CH:11][N:10]=2)[CH:5]=[CH:6][CH:7]=1. The catalyst class is: 8. (6) Product: [Cl:1][C:2]1[CH:3]=[CH:4][C:5]([C:8]2[C:14]3[CH:15]=[C:16]([O:19][CH3:20])[CH:17]=[CH:18][C:13]=3[NH:12][C:11](=[S:21])[CH:10]([CH2:22][C:23]([OH:25])=[O:24])[N:9]=2)=[CH:6][CH:7]=1. The catalyst class is: 12. Reactant: [Cl:1][C:2]1[CH:7]=[CH:6][C:5]([C:8]2[C:14]3[CH:15]=[C:16]([O:19][CH3:20])[CH:17]=[CH:18][C:13]=3[NH:12][C:11](=[S:21])[C@H:10]([CH2:22][C:23]([O:25]C)=[O:24])[N:9]=2)=[CH:4][CH:3]=1.[OH-].[Na+]. (7) Reactant: [C:12]([O:11][C:9](O[C:9]([O:11][C:12]([CH3:15])([CH3:14])[CH3:13])=[O:10])=[O:10])([CH3:15])([CH3:14])[CH3:13].[NH2:16][C:17]1[CH:18]=[C:19]2[C:23](=[CH:24][CH:25]=1)[NH:22][C:21]([C:26]([O:28][CH2:29][CH3:30])=[O:27])=[CH:20]2.C(N(CC)CC)C. Product: [CH3:15][C:12]([O:11][C:9]([NH:16][C:17]1[CH:18]=[C:19]2[C:23](=[CH:24][CH:25]=1)[NH:22][C:21]([C:26]([O:28][CH2:29][CH3:30])=[O:27])=[CH:20]2)=[O:10])([CH3:13])[CH3:14]. The catalyst class is: 4.